Dataset: Catalyst prediction with 721,799 reactions and 888 catalyst types from USPTO. Task: Predict which catalyst facilitates the given reaction. (1) Reactant: [C:1]([O:5][C:6](=[O:34])[CH:7]([NH:17][C:18]([NH:20][CH:21]([C:27]([O:29][C:30]([CH3:33])([CH3:32])[CH3:31])=[O:28])[CH2:22][CH2:23][CH2:24][CH2:25][NH2:26])=[O:19])[CH2:8][CH2:9][C:10]([O:12][C:13]([CH3:16])([CH3:15])[CH3:14])=[O:11])([CH3:4])([CH3:3])[CH3:2].[CH3:35][Sn:36]([CH3:46])([CH3:45])[C:37]1[CH:44]=[CH:43][C:40]([CH:41]=O)=[CH:39][CH:38]=1.C(O[BH-](OC(=O)C)OC(=O)C)(=O)C.[Na+]. Product: [C:1]([O:5][C:6](=[O:34])[CH:7]([NH:17][C:18]([NH:20][CH:21]([C:27]([O:29][C:30]([CH3:33])([CH3:32])[CH3:31])=[O:28])[CH2:22][CH2:23][CH2:24][CH2:25][NH:26][CH2:41][C:40]1[CH:43]=[CH:44][C:37]([Sn:36]([CH3:35])([CH3:46])[CH3:45])=[CH:38][CH:39]=1)=[O:19])[CH2:8][CH2:9][C:10]([O:12][C:13]([CH3:16])([CH3:15])[CH3:14])=[O:11])([CH3:2])([CH3:3])[CH3:4]. The catalyst class is: 26. (2) Reactant: [OH:1][CH2:2][CH:3]1[CH2:16][O:15][C:14]2[C:5](=[CH:6][C:7]3[C:8]([C:21]([F:24])([F:23])[F:22])=[CH:9][C:10]([O:17][CH:18]([CH3:20])[CH3:19])=[N:11][C:12]=3[CH:13]=2)[N:4]1[CH2:25][C:26]([F:29])([F:28])[F:27].[H-].[Na+].I[CH3:33]. Product: [CH:18]([O:17][C:10]1[CH:9]=[C:8]([C:21]([F:22])([F:23])[F:24])[C:7]2[CH:6]=[C:5]3[N:4]([CH2:25][C:26]([F:28])([F:29])[F:27])[CH:3]([CH2:2][O:1][CH3:33])[CH2:16][O:15][C:14]3=[CH:13][C:12]=2[N:11]=1)([CH3:20])[CH3:19]. The catalyst class is: 1. (3) Reactant: [C:1]([C:3]1[C:4]([CH3:27])=[C:5]([C@@H:10]2[CH2:15][N:14]3[CH2:16][CH2:17][NH:18][CH2:19][C@H:13]3[CH2:12][N:11]2[C:20]([O:22][C:23]([CH3:26])([CH3:25])[CH3:24])=[O:21])[CH:6]=[CH:7][C:8]=1[F:9])#[N:2].[CH3:28][C:29]1[C:37]([C@@H:38]2[CH2:40][O:39]2)=[CH:36][CH:35]=[C:34]2[C:30]=1[CH2:31][O:32][C:33]2=[O:41]. Product: [C:1]([C:3]1[C:4]([CH3:27])=[C:5]([C@@H:10]2[CH2:15][N:14]3[CH2:16][CH2:17][N:18]([CH2:40][C@H:38]([OH:39])[C:37]4[C:29]([CH3:28])=[C:30]5[C:34](=[CH:35][CH:36]=4)[C:33](=[O:41])[O:32][CH2:31]5)[CH2:19][C@H:13]3[CH2:12][N:11]2[C:20]([O:22][C:23]([CH3:24])([CH3:26])[CH3:25])=[O:21])[CH:6]=[CH:7][C:8]=1[F:9])#[N:2]. The catalyst class is: 8. (4) Reactant: [C:1]([O:5][C:6]([NH:8][CH2:9][CH2:10][C:11]([OH:13])=O)=[O:7])([CH3:4])([CH3:3])[CH3:2].[C:14]1([S:20]([NH2:23])(=[O:22])=[O:21])[CH:19]=[CH:18][CH:17]=[CH:16][CH:15]=1.CCN=C=NCCCN(C)C. Product: [O:13]=[C:11]([NH:23][S:20]([C:14]1[CH:19]=[CH:18][CH:17]=[CH:16][CH:15]=1)(=[O:22])=[O:21])[CH2:10][CH2:9][NH:8][C:6](=[O:7])[O:5][C:1]([CH3:2])([CH3:3])[CH3:4]. The catalyst class is: 64. (5) Reactant: [NH2:1]/[C:2](/[CH3:6])=[CH:3]\[C:4]#[N:5].[CH3:7][O:8][CH2:9][CH2:10]N.[CH3:12][C:13]1[C:21]2[C:16](=[CH:17][CH:18]=[C:19]([CH:22]=O)[CH:20]=2)[NH:15][N:14]=1. Product: [CH3:7][O:8][CH2:9][CH2:10][N:1]1[C:2]([CH3:6])=[C:3]([C:4]#[N:5])[CH:22]([C:19]2[CH:20]=[C:21]3[C:16](=[CH:17][CH:18]=2)[NH:15][N:14]=[C:13]3[CH3:12])[C:3]([C:4]#[N:5])=[C:2]1[CH3:6]. The catalyst class is: 8. (6) Reactant: [Cl:1][C:2]1[CH:3]=[CH:4][C:5]([O:35][CH3:36])=[C:6]([NH:8][C:9]([NH:11][C:12]2[CH:20]=[CH:19][CH:18]=[C:17]3[C:13]=2[CH:14]=[CH:15][N:16]3[CH2:21][C:22]2[CH:27]=[CH:26][N:25]=[C:24]([NH:28][C:29]3[CH:34]=[N:33][CH:32]=[CH:31][N:30]=3)[CH:23]=2)=[O:10])[CH:7]=1.N1C=CN=CC=1NC1C=C(CN2C3C(=C(N)C=CC=3)C=C2)C=CN=1.ClC1C=CC(OC)=C(N=C=O)C=1.CCOCC. Product: [Cl:1][C:2]1[CH:3]=[CH:4][C:5]([O:35][CH3:36])=[C:6]([NH:8][C:9]([NH:11][C:12]2[CH:20]=[CH:19][CH:18]=[C:17]3[C:13]=2[CH:14]=[CH:15][N:16]3[CH2:21][C:22]2[CH:27]=[CH:26][N:25]=[C:24]([NH:28][C:29]3[CH:34]=[N:33][CH:32]=[CH:31][N:30]=3)[CH:23]=2)=[O:10])[CH:7]=1. The catalyst class is: 2. (7) Reactant: C[O:2][CH:3](OC)[C:4]1[CH:27]=[CH:26][C:7]([O:8][C:9]2[N:13]([CH2:14][CH3:15])[N:12]=[C:11]([C:16]3[CH:17]=[C:18]([C:22]([NH2:25])([CH3:24])[CH3:23])[CH:19]=[CH:20][CH:21]=3)[CH:10]=2)=[CH:6][CH:5]=1.[F:30][C:31]([F:38])([F:37])[CH2:32][S:33](Cl)(=[O:35])=[O:34].C(N(CC)CC)C.C(O)(C(F)(F)F)=O. Product: [CH2:14]([N:13]1[C:9]([O:8][C:7]2[CH:26]=[CH:27][C:4]([CH:3]=[O:2])=[CH:5][CH:6]=2)=[CH:10][C:11]([C:16]2[CH:17]=[C:18]([C:22]([NH:25][S:33]([CH2:32][C:31]([F:38])([F:37])[F:30])(=[O:35])=[O:34])([CH3:24])[CH3:23])[CH:19]=[CH:20][CH:21]=2)=[N:12]1)[CH3:15]. The catalyst class is: 34. (8) Reactant: ClC(OCC(C)C)=O.[C:9]([O:13][C:14]([N:16]1[CH2:21][CH2:20][O:19][CH2:18][CH:17]1[C:22]([OH:24])=O)=[O:15])([CH3:12])([CH3:11])[CH3:10].C(N(CC)CC)C.[I:32][C:33]1[CH:34]=[C:35]([CH:40]=[CH:41][CH:42]=1)[C:36]([NH:38]O)=[NH:37]. Product: [I:32][C:33]1[CH:34]=[C:35]([C:36]2[N:38]=[C:22]([CH:17]3[CH2:18][O:19][CH2:20][CH2:21][N:16]3[C:14]([O:13][C:9]([CH3:10])([CH3:11])[CH3:12])=[O:15])[O:24][N:37]=2)[CH:40]=[CH:41][CH:42]=1. The catalyst class is: 1. (9) Reactant: C(=O)([O-])[O-].[Ba+2:5].[NH:6]([S:14]([C:17]([F:20])([F:19])[F:18])(=[O:16])=[O:15])[S:7]([C:10]([F:13])([F:12])[F:11])(=[O:9])=[O:8]. Product: [NH:6]([S:7]([C:10]([F:13])([F:11])[F:12])(=[O:9])=[O:8])[S:14]([C:17]([F:20])([F:19])[F:18])(=[O:16])=[O:15].[NH:6]([S:7]([C:10]([F:13])([F:11])[F:12])(=[O:9])=[O:8])[S:14]([C:17]([F:20])([F:19])[F:18])(=[O:16])=[O:15].[Ba:5]. The catalyst class is: 6. (10) Reactant: [OH:1][CH2:2][CH:3]([NH:14]C(=O)C)[CH2:4][C:5]1[C:13]2[C:8](=[CH:9][N:10]=[CH:11][CH:12]=2)[NH:7][CH:6]=1. Product: [NH2:14][CH:3]([CH2:4][C:5]1[C:13]2[C:8](=[CH:9][N:10]=[CH:11][CH:12]=2)[NH:7][CH:6]=1)[CH2:2][OH:1]. The catalyst class is: 33.